Dataset: Full USPTO retrosynthesis dataset with 1.9M reactions from patents (1976-2016). Task: Predict the reactants needed to synthesize the given product. Given the product [CH2:10]([O:12][C:13]([C:14]1[C:15](=[O:16])[N:7]2[N:8]=[C:4]([CH:1]([CH3:3])[CH3:2])[CH:5]=[C:6]2[NH:9][CH:20]=1)=[O:24])[CH3:11], predict the reactants needed to synthesize it. The reactants are: [CH:1]([C:4]1[CH:5]=[C:6]([NH2:9])[NH:7][N:8]=1)([CH3:3])[CH3:2].[CH2:10]([O:12][C:13](=[O:24])[C:14](=[CH:20]OCC)[C:15](OCC)=[O:16])[CH3:11].